This data is from Full USPTO retrosynthesis dataset with 1.9M reactions from patents (1976-2016). The task is: Predict the reactants needed to synthesize the given product. (1) Given the product [F:1][C:2]([F:16])([F:17])[C:3]1[CH:4]=[C:5]([C:6]2[CH:21]=[C:22]([CH2:23][OH:24])[O:8][N:7]=2)[CH:9]=[C:10]([C:12]([F:15])([F:13])[F:14])[CH:11]=1, predict the reactants needed to synthesize it. The reactants are: [F:1][C:2]([F:17])([F:16])[C:3]1[CH:4]=[C:5]([CH:9]=[C:10]([C:12]([F:15])([F:14])[F:13])[CH:11]=1)/[CH:6]=[N:7]/[OH:8].ClN1[C:23](=[O:24])[CH2:22][CH2:21]C1=O.N1C=CC=CC=1.C(O)C#C. (2) Given the product [CH2:1]([O:4][CH2:5][C@H:6]([NH:18][C:19](=[O:25])[O:20][C:21]([CH3:24])([CH3:23])[CH3:22])[C@H:7]([O:10][Si:11]([C:14]([CH3:16])([CH3:17])[CH3:15])([CH3:12])[CH3:13])[CH:8]=[O:9])[CH:2]=[CH2:3], predict the reactants needed to synthesize it. The reactants are: [CH2:1]([O:4][CH2:5][C@H:6]([NH:18][C:19](=[O:25])[O:20][C:21]([CH3:24])([CH3:23])[CH3:22])[C@H:7]([O:10][Si:11]([C:14]([CH3:17])([CH3:16])[CH3:15])([CH3:13])[CH3:12])[CH2:8][OH:9])[CH:2]=[CH2:3].CC(OI1(OC(C)=O)(OC(C)=O)OC(=O)C2C=CC=CC1=2)=O. (3) The reactants are: CC1(C)C[O:6][B:5]([C:8]2[CH:13]=[CH:12][C:11]([CH2:14][CH2:15]CC(O)=O)=[CH:10][CH:9]=2)[O:4]C1.B(C1C=CC(CCCC(O)=O)=CC=1)(O)O.[C:36]([C:38]1[CH:39]=[C:40]([NH:44][C:45](=[O:56])[O:46]CCC2C=CC(Br)=CC=2)[CH:41]=[CH:42][CH:43]=1)#[N:37].CC1(C)COB(B2OCC(C)(C)CO2)OC1.B(O)O. Given the product [C:36]([C:38]1[CH:39]=[C:40]([NH:44][C:45]([O:56][CH2:15][CH2:14][C:11]2[CH:10]=[CH:9][C:8]([B:5]([OH:4])[OH:6])=[CH:13][CH:12]=2)=[O:46])[CH:41]=[CH:42][CH:43]=1)#[N:37], predict the reactants needed to synthesize it. (4) Given the product [C:23]([C:27]1[CH:28]=[CH:29][C:30]2[N:31]([C:2]3[CH:14]=[C:13]([C:15]([CH3:22])([CH2:17][C:18]([CH3:21])([CH3:20])[CH3:19])[CH3:16])[CH:12]=[CH:11][C:3]=3[O:4][CH:5]3[CH2:10][CH2:9][CH2:8][CH2:7][O:6]3)[C:32]3[C:37]([C:38]=2[CH:39]=1)=[CH:36][C:35]([C:40]([CH3:43])([CH3:42])[CH3:41])=[CH:34][CH:33]=3)([CH3:26])([CH3:25])[CH3:24], predict the reactants needed to synthesize it. The reactants are: I[C:2]1[CH:14]=[C:13]([C:15]([CH3:22])([CH2:17][C:18]([CH3:21])([CH3:20])[CH3:19])[CH3:16])[CH:12]=[CH:11][C:3]=1[O:4][CH:5]1[CH2:10][CH2:9][CH2:8][CH2:7][O:6]1.[C:23]([C:27]1[CH:28]=[CH:29][C:30]2[NH:31][C:32]3[C:37]([C:38]=2[CH:39]=1)=[CH:36][C:35]([C:40]([CH3:43])([CH3:42])[CH3:41])=[CH:34][CH:33]=3)([CH3:26])([CH3:25])[CH3:24].[O-]P([O-])([O-])=O.[K+].[K+].[K+].CNCCNC. (5) Given the product [Br:1][C:2]1[CH:7]=[CH:6][C:5]([C:8](=[O:10])[CH2:9][C:21](=[O:27])[C:22]([O:24][CH2:25][CH3:26])=[O:23])=[CH:4][CH:3]=1, predict the reactants needed to synthesize it. The reactants are: [Br:1][C:2]1[CH:7]=[CH:6][C:5]([C:8](=[O:10])[CH3:9])=[CH:4][CH:3]=1.[Li+].C[Si]([N-][Si](C)(C)C)(C)C.[C:21](OCC)(=[O:27])[C:22]([O:24][CH2:25][CH3:26])=[O:23]. (6) Given the product [C:23]([C:27]1[CH:32]=[CH:31][C:30](/[C:33](/[C:37]2[CH:42]=[CH:41][C:40]([Cl:43])=[C:39]([O:44][CH3:45])[N:38]=2)=[CH:34]\[C:35]([OH:3])=[O:36])=[CH:29][CH:28]=1)([CH3:26])([CH3:24])[CH3:25], predict the reactants needed to synthesize it. The reactants are: CC(OI1(OC(C)=O)(OC(C)=O)OC(=O)C2C=CC=CC1=2)=[O:3].[C:23]([C:27]1[CH:32]=[CH:31][C:30](/[C:33](/[C:37]2[CH:42]=[CH:41][C:40]([Cl:43])=[C:39]([O:44][CH3:45])[N:38]=2)=[CH:34]\[CH2:35][OH:36])=[CH:29][CH:28]=1)([CH3:26])([CH3:25])[CH3:24].S([O-])([O-])(=O)=S.[Na+].[Na+]. (7) Given the product [CH3:1][CH:2]1[O:10][C:5]2([CH2:11][O:12][C:13](=[O:17])[C:14]([CH3:16])=[CH2:15])[O:6][CH:7]([CH3:9])[CH2:8][N:4]2[CH2:3]1, predict the reactants needed to synthesize it. The reactants are: [CH3:1][CH:2]1[O:10][C:5]2([CH2:11][OH:12])[O:6][CH:7]([CH3:9])[CH2:8][N:4]2[CH2:3]1.[C:13](OC)(=[O:17])[C:14]([CH3:16])=[CH2:15].